Dataset: CYP2C9 inhibition data for predicting drug metabolism from PubChem BioAssay. Task: Regression/Classification. Given a drug SMILES string, predict its absorption, distribution, metabolism, or excretion properties. Task type varies by dataset: regression for continuous measurements (e.g., permeability, clearance, half-life) or binary classification for categorical outcomes (e.g., BBB penetration, CYP inhibition). Dataset: cyp2c9_veith. (1) The molecule is CC(C)(CO)N1CCN(C(=S)Nc2ccccc2)CC1. The result is 0 (non-inhibitor). (2) The molecule is O=C(Oc1ccccc1)N1CCC2(CC1)CCN(c1ccccc1)CC2. The result is 0 (non-inhibitor).